This data is from Full USPTO retrosynthesis dataset with 1.9M reactions from patents (1976-2016). The task is: Predict the reactants needed to synthesize the given product. (1) Given the product [NH2:1][C:2]1[S:3][C:4]2[CH:10]([C:11]([OH:13])=[O:12])[CH2:9][CH2:8][CH2:7][C:5]=2[N:6]=1, predict the reactants needed to synthesize it. The reactants are: [NH2:1][C:2]1[S:3][C:4]2[CH:10]([C:11]([O:13]C)=[O:12])[CH2:9][CH2:8][CH2:7][C:5]=2[N:6]=1.O[Li].O.Cl. (2) Given the product [C:17]1([S:14]([N:9]2[C:10]3[C:6](=[C:5]([O:4][CH2:3][CH2:2][N:23]=[N+:24]=[N-:25])[CH:13]=[CH:12][CH:11]=3)[CH:7]=[CH:8]2)(=[O:16])=[O:15])[CH:22]=[CH:21][CH:20]=[CH:19][CH:18]=1, predict the reactants needed to synthesize it. The reactants are: Cl[CH2:2][CH2:3][O:4][C:5]1[CH:13]=[CH:12][CH:11]=[C:10]2[C:6]=1[CH:7]=[CH:8][N:9]2[S:14]([C:17]1[CH:22]=[CH:21][CH:20]=[CH:19][CH:18]=1)(=[O:16])=[O:15].[N-:23]=[N+:24]=[N-:25].[Na+].O.